From a dataset of Forward reaction prediction with 1.9M reactions from USPTO patents (1976-2016). Predict the product of the given reaction. (1) Given the reactants [CH:1]1([C:4]2[C:5]([N:31]3[CH2:35][CH2:34][NH:33][S:32]3(=[O:37])=[O:36])=[CH:6][C:7]3[O:11][C:10]([C:12]4[CH:17]=[CH:16][C:15]([O:18][C:19]5[CH:24]=[CH:23][CH:22]=[CH:21][CH:20]=5)=[CH:14][CH:13]=4)=[C:9]([C:25]([O:27][CH2:28][CH3:29])=[O:26])[C:8]=3[CH:30]=2)[CH2:3][CH2:2]1.[H-].[Na+].[CH3:40]I, predict the reaction product. The product is: [CH:1]1([C:4]2[C:5]([N:31]3[CH2:35][CH2:34][N:33]([CH3:40])[S:32]3(=[O:36])=[O:37])=[CH:6][C:7]3[O:11][C:10]([C:12]4[CH:17]=[CH:16][C:15]([O:18][C:19]5[CH:20]=[CH:21][CH:22]=[CH:23][CH:24]=5)=[CH:14][CH:13]=4)=[C:9]([C:25]([O:27][CH2:28][CH3:29])=[O:26])[C:8]=3[CH:30]=2)[CH2:3][CH2:2]1. (2) Given the reactants C([O:8][C:9]1[C:14]2[NH:15][C:16](=[O:19])[CH2:17][O:18][C:13]=2[C:12]([C:20](=[O:24])[CH:21](O)O)=[CH:11][CH:10]=1)C1C=CC=CC=1.[CH3:25][C:26]1[CH:37]=[CH:36][CH:35]=[C:34]([CH3:38])[C:27]=1[O:28][CH2:29][C:30]1([NH2:33])[CH2:32][CH2:31]1.FC(F)(F)C([O-])=O, predict the reaction product. The product is: [CH3:25][C:26]1[CH:37]=[CH:36][CH:35]=[C:34]([CH3:38])[C:27]=1[O:28][CH2:29][C:30]1([NH:33][CH2:21][CH:20]([C:12]2[C:13]3[O:18][CH2:17][C:16](=[O:19])[NH:15][C:14]=3[C:9]([OH:8])=[CH:10][CH:11]=2)[OH:24])[CH2:32][CH2:31]1. (3) Given the reactants [NH2:1][CH2:2][CH2:3][O:4][CH2:5][CH2:6][N:7]1[C:19]2[C:18]3[CH:17]=[CH:16][CH:15]=[CH:14][C:13]=3[N:12]=[C:11]([NH2:20])[C:10]=2[N:9]=[C:8]1[CH2:21][CH2:22][O:23][CH3:24].C(N(CC)CC)C.[N:32]1([C:38](Cl)=[O:39])[CH2:37][CH2:36][O:35][CH2:34][CH2:33]1, predict the reaction product. The product is: [NH2:20][C:11]1[C:10]2[N:9]=[C:8]([CH2:21][CH2:22][O:23][CH3:24])[N:7]([CH2:6][CH2:5][O:4][CH2:3][CH2:2][NH:1][C:38]([N:32]3[CH2:37][CH2:36][O:35][CH2:34][CH2:33]3)=[O:39])[C:19]=2[C:18]2[CH:17]=[CH:16][CH:15]=[CH:14][C:13]=2[N:12]=1. (4) Given the reactants [Cl:1][C:2]1[CH:11]=[C:10]([N:12]2[CH2:17][CH2:16][N:15]([CH3:18])[CH2:14][CH2:13]2)[CH:9]=[C:8]2[C:3]=1[C:4](=[O:29])[C:5]([C:21]1[CH:26]=[CH:25][C:24]([O:27]C)=[CH:23][CH:22]=1)([CH3:20])[C:6](=[O:19])[NH:7]2.B(Br)(Br)Br.CCCCCC, predict the reaction product. The product is: [Cl:1][C:2]1[CH:11]=[C:10]([N:12]2[CH2:17][CH2:16][N:15]([CH3:18])[CH2:14][CH2:13]2)[CH:9]=[C:8]2[C:3]=1[C:4](=[O:29])[C:5]([C:21]1[CH:26]=[CH:25][C:24]([OH:27])=[CH:23][CH:22]=1)([CH3:20])[C:6](=[O:19])[NH:7]2. (5) Given the reactants ClC1C=CC=C(C(OO)=[O:9])C=1.[F:12][C:13]([F:51])([F:50])[C:14]1[CH:15]=[C:16]([CH:43]=[C:44]([C:46]([F:49])([F:48])[F:47])[CH:45]=1)[CH2:17][N:18]1[C:22]([N:23]2[CH2:28][CH2:27][S:26][CH2:25][CH2:24]2)=[C:21]([C:29]2[N:33]([CH2:34][C:35]3[CH:40]=[CH:39][CH:38]=[CH:37][C:36]=3[Cl:41])[C:32]([CH3:42])=[N:31][N:30]=2)[N:20]=[N:19]1, predict the reaction product. The product is: [F:51][C:13]([F:50])([F:12])[C:14]1[CH:15]=[C:16]([CH:43]=[C:44]([C:46]([F:47])([F:48])[F:49])[CH:45]=1)[CH2:17][N:18]1[C:22]([N:23]2[CH2:28][CH2:27][S:26](=[O:9])[CH2:25][CH2:24]2)=[C:21]([C:29]2[N:33]([CH2:34][C:35]3[CH:40]=[CH:39][CH:38]=[CH:37][C:36]=3[Cl:41])[C:32]([CH3:42])=[N:31][N:30]=2)[N:20]=[N:19]1.